Predict the reactants needed to synthesize the given product. From a dataset of Full USPTO retrosynthesis dataset with 1.9M reactions from patents (1976-2016). (1) Given the product [C:61]([C:62]1[NH:71][C:70]2[C:65]([N:64]=1)=[N:66][C:67]([NH:74][S:75]([C:78]1[CH:83]=[CH:82][C:81]([CH3:84])=[CH:80][CH:79]=1)(=[O:77])=[O:76])=[CH:68][CH:69]=2)([CH3:86])([CH3:85])[CH3:60], predict the reactants needed to synthesize it. The reactants are: CC1C=CC(S(N)(=O)=O)=CC=1.C(=O)([O-])[O-].[Cs+].[Cs+].CC1(C)C2C=CC=C(P(C3C=CC=CC=3)C3C=CC=CC=3)C=2OC2C1=CC=CC=2P(C1C=CC=CC=1)C1C=CC=CC=1.[CH3:60][C:61]([CH3:86])([CH3:85])[C:62]([NH:64][C:65]1[C:70]([N+:71]([O-])=O)=[CH:69][CH:68]=[C:67]([NH:74][S:75]([C:78]2[CH:83]=[CH:82][C:81]([CH3:84])=[CH:80][CH:79]=2)(=[O:77])=[O:76])[N:66]=1)=O. (2) Given the product [NH2:20][C:10]1[O:11][CH2:12][C@H:13]([O:14][CH2:15][C:16]([F:18])([F:19])[F:17])[C@:8]([C:6]2[CH:7]=[C:2]([NH:1][C:30]([C:27]3[CH:26]=[CH:25][C:24]([Cl:23])=[CH:29][N:28]=3)=[O:31])[CH:3]=[CH:4][C:5]=2[F:22])([CH3:21])[N:9]=1, predict the reactants needed to synthesize it. The reactants are: [NH2:1][C:2]1[CH:3]=[CH:4][C:5]([F:22])=[C:6]([C@:8]2([CH3:21])[C@@H:13]([O:14][CH2:15][C:16]([F:19])([F:18])[F:17])[CH2:12][O:11][C:10]([NH2:20])=[N:9]2)[CH:7]=1.[Cl:23][C:24]1[CH:25]=[CH:26][C:27]([C:30](O)=[O:31])=[N:28][CH:29]=1.